Dataset: Reaction yield outcomes from USPTO patents with 853,638 reactions. Task: Predict the reaction yield, written as a fraction of the theoretical maximum amount of product (1.0 means a 100% yield; for example, 0.34 means a 34% yield). (1) The catalyst is ClCCl.CN(C)C=O.O. The reactants are [NH2:1][C@H:2]([CH2:22][C:23]1[CH:28]=[CH:27][C:26]([Cl:29])=[C:25]([Cl:30])[CH:24]=1)[C:3]([N:5]1[CH2:10][CH2:9][C:8]([CH:16]2[CH2:21][CH2:20][CH2:19][CH2:18][CH2:17]2)([C:11]([O:13][CH2:14][CH3:15])=[O:12])[CH2:7][CH2:6]1)=[O:4].Cl[C:32](OC1C=CC([N+]([O-])=O)=CC=1)=[O:33].[NH2:44][CH2:45][CH2:46][C:47]1[N:51]=[CH:50][NH:49][CH:48]=1.[OH-].[Na+]. The yield is 0.380. The product is [CH:16]1([C:8]2([C:11]([O:13][CH2:14][CH3:15])=[O:12])[CH2:7][CH2:6][N:5]([C:3](=[O:4])[C@H:2]([NH:1][C:32]([NH:44][CH2:45][CH2:46][C:47]3[N:51]=[CH:50][NH:49][CH:48]=3)=[O:33])[CH2:22][C:23]3[CH:28]=[CH:27][C:26]([Cl:29])=[C:25]([Cl:30])[CH:24]=3)[CH2:10][CH2:9]2)[CH2:21][CH2:20][CH2:19][CH2:18][CH2:17]1. (2) The reactants are [CH3:1][CH2:2][CH2:3][C:4]1[CH:5]=[C:6]([C:10]([NH2:12])=[S:11])[CH:7]=[CH:8][N:9]=1.Br[CH2:14][C:15]([C:17]1[CH:22]=[CH:21][C:20]([CH3:23])=[CH:19][CH:18]=1)=O. The catalyst is C(O)C. The product is [CH3:1][CH2:2][CH2:3][C:4]1[CH:5]=[C:6]([C:10]2[S:11][CH:14]=[C:15]([C:17]3[CH:18]=[CH:19][C:20]([CH3:23])=[CH:21][CH:22]=3)[N:12]=2)[CH:7]=[CH:8][N:9]=1. The yield is 0.830.